From a dataset of Reaction yield outcomes from USPTO patents with 853,638 reactions. Predict the reaction yield, written as a fraction of the theoretical maximum amount of product (1.0 means a 100% yield; for example, 0.34 means a 34% yield). The reactants are Cl.[NH:2]1[CH2:5][CH:4]([C:6]2[C:7]([C:12]3[CH:17]=[CH:16][CH:15]=[CH:14][C:13]=3[OH:18])=[N:8][CH:9]=[CH:10][N:11]=2)[CH2:3]1.Cl[C:20]1[CH:29]=[CH:28][C:27]2[C:22](=[CH:23][CH:24]=[CH:25][CH:26]=2)[N:21]=1.C([O-])([O-])=O.[Cs+].[Cs+]. The catalyst is CN(C=O)C.O. The product is [N:21]1[C:22]2[C:27](=[CH:26][CH:25]=[CH:24][CH:23]=2)[CH:28]=[CH:29][C:20]=1[N:2]1[CH2:5][CH:4]([C:6]2[C:7]([C:12]3[CH:17]=[CH:16][CH:15]=[CH:14][C:13]=3[OH:18])=[N:8][CH:9]=[CH:10][N:11]=2)[CH2:3]1. The yield is 0.160.